This data is from Reaction yield outcomes from USPTO patents with 853,638 reactions. The task is: Predict the reaction yield, written as a fraction of the theoretical maximum amount of product (1.0 means a 100% yield; for example, 0.34 means a 34% yield). (1) The reactants are [N:1]1[CH:6]=[CH:5][CH:4]=[CH:3][C:2]=1[C:7]1[NH:11][CH:10]=[C:9]([CH2:12][OH:13])[CH:8]=1.C[N+]1([O-])CCOCC1. The catalyst is C(#N)C.C(OCC)(=O)C.[Ru]([O-])(=O)(=O)=O.C([N+](CCC)(CCC)CCC)CC. The product is [N:1]1[CH:6]=[CH:5][CH:4]=[CH:3][C:2]=1[C:7]1[NH:11][CH:10]=[C:9]([CH:12]=[O:13])[CH:8]=1. The yield is 0.290. (2) The reactants are N(C(OCC)=O)=NC(OCC)=O.[OH:13][C:14]1[CH:19]=[CH:18][C:17]([S:20]([NH:23][CH2:24][C@H:25]([N:30]2[CH2:35][CH2:34][N:33]([S:36]([CH3:39])(=[O:38])=[O:37])[CH2:32][CH2:31]2)[C:26]([O:28][CH3:29])=[O:27])(=[O:22])=[O:21])=[CH:16][CH:15]=1.[C:40]1([C:46]2[CH:51]=[C:50]([CH2:52]O)[CH:49]=[CH:48][N:47]=2)[CH:45]=[CH:44][CH:43]=[CH:42][CH:41]=1.C1(P(C2C=CC=CC=2)C2C=CC=CC=2)C=CC=CC=1. The catalyst is O1CCCC1. The product is [CH3:39][S:36]([N:33]1[CH2:32][CH2:31][N:30]([C@@H:25]([CH2:24][NH:23][S:20]([C:17]2[CH:18]=[CH:19][C:14]([O:13][CH2:52][C:50]3[CH:49]=[CH:48][N:47]=[C:46]([C:40]4[CH:41]=[CH:42][CH:43]=[CH:44][CH:45]=4)[CH:51]=3)=[CH:15][CH:16]=2)(=[O:21])=[O:22])[C:26]([O:28][CH3:29])=[O:27])[CH2:35][CH2:34]1)(=[O:38])=[O:37]. The yield is 0.570. (3) The reactants are [Cl:1][C:2]1[CH:7]=[C:6]([I:8])[CH:5]=[C:4]([Cl:9])[C:3]=1[C:10]1[S:11][C:12]2[CH:13]=[N:14][CH:15]=[C:16]([F:19])[C:17]=2[N:18]=1.[OH:20]O. The catalyst is C(Cl)Cl.C[Re](=O)(=O)=O. The product is [Cl:9][C:4]1[CH:5]=[C:6]([I:8])[CH:7]=[C:2]([Cl:1])[C:3]=1[C:10]1[S:11][C:12]2[CH:13]=[N+:14]([O-:20])[CH:15]=[C:16]([F:19])[C:17]=2[N:18]=1. The yield is 0.450. (4) The reactants are [F:1][C:2]1[CH:7]=[CH:6][C:5]([S:8]([CH3:11])(=[O:10])=[O:9])=[CH:4][CH:3]=1.[Br:12]N1C(=O)CCC1=O. The catalyst is S(=O)(=O)(O)O. The product is [Br:12][C:7]1[CH:6]=[C:5]([S:8]([CH3:11])(=[O:10])=[O:9])[CH:4]=[CH:3][C:2]=1[F:1]. The yield is 0.960.